Task: Predict the reaction yield, written as a fraction of the theoretical maximum amount of product (1.0 means a 100% yield; for example, 0.34 means a 34% yield).. Dataset: Reaction yield outcomes from USPTO patents with 853,638 reactions (1) The reactants are [Cl:1][C:2]1[CH:3]=[N:4][CH:5]=[C:6]([Cl:19])[C:7]=1[C:8]1[C:12]([C:13](O)=[O:14])=[C:11]([CH:16]([CH3:18])[CH3:17])[O:10][N:9]=1.C(N(CC)CC)C.C(OC(Cl)=O)(C)C.C1(C)C=CC=CC=1.[BH4-].[Na+]. The catalyst is O1CCCC1.O. The product is [Cl:1][C:2]1[CH:3]=[N:4][CH:5]=[C:6]([Cl:19])[C:7]=1[C:8]1[C:12]([CH2:13][OH:14])=[C:11]([CH:16]([CH3:17])[CH3:18])[O:10][N:9]=1. The yield is 0.570. (2) The reactants are [CH3:1][C:2]1[O:3][C:4]2[C:16]([CH3:17])=[C:15]([CH3:18])[C:14]([NH2:19])=[C:13]([CH3:20])[C:5]=2[C:6]=1[C:7]1[CH:12]=[CH:11][CH:10]=[CH:9][CH:8]=1.[F:21][C:22]1[CH:30]=[CH:29][C:25]([C:26](Cl)=[O:27])=[CH:24][CH:23]=1. The catalyst is C(OCC)(=O)C.CCCCCC. The product is [F:21][C:22]1[CH:30]=[CH:29][C:25]([C:26]([NH:19][C:14]2[C:15]([CH3:18])=[C:16]([CH3:17])[C:4]3[O:3][C:2]([CH3:1])=[C:6]([C:7]4[CH:8]=[CH:9][CH:10]=[CH:11][CH:12]=4)[C:5]=3[C:13]=2[CH3:20])=[O:27])=[CH:24][CH:23]=1. The yield is 0.800. (3) The reactants are [Cl:1][C:2]1[C:7]([Cl:8])=[CH:6][CH:5]=[CH:4][C:3]=1[CH2:9][N:10]1[C:14]2[CH:15]=[C:16]([N:22]3[CH2:27][CH2:26][O:25][CH2:24][CH2:23]3)[CH:17]=[C:18]([C:19]([NH2:21])=[O:20])[C:13]=2[N:12]=[C:11]1[CH3:28]. The catalyst is CN(C(OC)OC)C. The product is [Cl:1][C:2]1[C:7]([Cl:8])=[CH:6][CH:5]=[CH:4][C:3]=1[CH2:9][N:10]1[C:14]2[CH:15]=[C:16]([N:22]3[CH2:23][CH2:24][O:25][CH2:26][CH2:27]3)[CH:17]=[C:18]([C:19](/[N:21]=[CH:9]/[N:10]([CH3:14])[CH3:11])=[O:20])[C:13]=2[N:12]=[C:11]1[CH3:28]. The yield is 0.890. (4) The reactants are [I:1]/[CH:2]=[CH:3]/[CH2:4][CH2:5][CH2:6][CH2:7][CH2:8][CH2:9][CH2:10][C:11]([O:13][CH3:14])=[O:12].C(I)(I)I.O. The catalyst is C1COCC1.O1CCOCC1.CCOCC. The product is [CH3:14][O:13][C:11](=[O:12])[CH2:10][CH2:9][CH2:8][CH2:7][CH2:6][CH2:5][CH2:4][CH:3]=[CH:2][I:1]. The yield is 0.630. (5) The reactants are CN([CH:4]=[O:5])C.P(Cl)(Cl)([Cl:8])=O.[CH:11]12[CH2:17][CH:14]([CH2:15][CH2:16]1)[CH2:13][C:12]2=O.P([O-])([O-])(O)=O.[K+].[K+]. The catalyst is ClCCCl.O. The product is [Cl:8][C:12]1[CH:11]2[CH2:17][CH:14]([CH2:15][CH2:16]2)[C:13]=1[CH:4]=[O:5]. The yield is 0.280. (6) The reactants are Cl.[CH3:2][N:3]1[CH:7]=[C:6]([C:8]2[N:13]=[C:12]([C:14]3[CH:15]=[N:16][N:17]([C:19]4([CH2:23][C:24]#[N:25])[CH2:22][NH:21][CH2:20]4)[CH:18]=3)[N:11]3[CH:26]=[CH:27][N:28]=[C:10]3[CH:9]=2)[CH:5]=[N:4]1.C(O[C:32]1(O[Si](C)(C)C)[CH2:34][CH2:33]1)C.C([BH3-])#N.[Na+]. The catalyst is CO.C(O)(=O)C. The product is [CH:32]1([N:21]2[CH2:22][C:19]([CH2:23][C:24]#[N:25])([N:17]3[CH:18]=[C:14]([C:12]4[N:11]5[CH:26]=[CH:27][N:28]=[C:10]5[CH:9]=[C:8]([C:6]5[CH:5]=[N:4][N:3]([CH3:2])[CH:7]=5)[N:13]=4)[CH:15]=[N:16]3)[CH2:20]2)[CH2:34][CH2:33]1. The yield is 0.820.